Dataset: Peptide-MHC class II binding affinity with 134,281 pairs from IEDB. Task: Regression. Given a peptide amino acid sequence and an MHC pseudo amino acid sequence, predict their binding affinity value. This is MHC class II binding data. (1) The binding affinity (normalized) is 0.342. The peptide sequence is IDTLKKNENIKEL. The MHC is DRB1_0404 with pseudo-sequence DRB1_0404. (2) The peptide sequence is PGHGISVGSLGRYKD. The MHC is DRB5_0101 with pseudo-sequence DRB5_0101. The binding affinity (normalized) is 0.643.